From a dataset of Forward reaction prediction with 1.9M reactions from USPTO patents (1976-2016). Predict the product of the given reaction. Given the reactants [C:1]([O:5][C:6]([NH:8][CH2:9][CH2:10][O:11][C:12]1[CH:21]=[C:20]([C:22]#[N:23])[CH:19]=[CH:18][C:13]=1[C:14](OC)=[O:15])=[O:7])([CH3:4])([CH3:3])[CH3:2].[BH4-].[Li+], predict the reaction product. The product is: [C:1]([O:5][C:6]([NH:8][CH2:9][CH2:10][O:11][C:12]1[CH:21]=[C:20]([CH:19]=[CH:18][C:13]=1[CH2:14][OH:15])[C:22]#[N:23])=[O:7])([CH3:4])([CH3:2])[CH3:3].